From a dataset of Catalyst prediction with 721,799 reactions and 888 catalyst types from USPTO. Predict which catalyst facilitates the given reaction. Reactant: [C:1]([C:5]1[C:6]([OH:24])=[C:7]([C:11]([CH3:23])=[C:12]([C:14](=O)[C:15]2[CH:20]=[CH:19][C:18]([Cl:21])=[CH:17][CH:16]=2)[CH:13]=1)[C:8]([OH:10])=[O:9])([CH3:4])([CH3:3])[CH3:2].Cl.[NH2:26][OH:27].C(=O)([O-])O.[Na+]. Product: [C:1]([C:5]1[C:6]([OH:24])=[C:7]([C:11]([CH3:23])=[C:12]([C:14]([C:15]2[CH:20]=[CH:19][C:18]([Cl:21])=[CH:17][CH:16]=2)=[N:26][OH:27])[CH:13]=1)[C:8]([OH:10])=[O:9])([CH3:4])([CH3:3])[CH3:2]. The catalyst class is: 68.